Dataset: Reaction yield outcomes from USPTO patents with 853,638 reactions. Task: Predict the reaction yield, written as a fraction of the theoretical maximum amount of product (1.0 means a 100% yield; for example, 0.34 means a 34% yield). (1) The reactants are [Br:1][C:2]1[CH:3]=[CH:4][C:5]([F:11])=[C:6]([CH:10]=1)[C:7](O)=[O:8].C(Cl)(=O)C([Cl:15])=O.CN(C=O)C. The catalyst is ClCCl. The product is [Br:1][C:2]1[CH:3]=[CH:4][C:5]([F:11])=[C:6]([CH:10]=1)[C:7]([Cl:15])=[O:8]. The yield is 1.00. (2) The reactants are [NH2:1][C:2]1[CH:7]=[C:6]([Cl:8])[CH:5]=[CH:4][C:3]=1[SH:9].[CH:10](=O)[C:11]1[CH:21]=[C:18]([O:19][CH3:20])[C:16]([OH:17])=[C:13]([O:14][CH3:15])[CH:12]=1. The catalyst is CN(C=O)C. The product is [Cl:8][C:6]1[CH:5]=[CH:4][C:3]2[S:9][C:10]([C:11]3[CH:21]=[C:18]([O:19][CH3:20])[C:16]([OH:17])=[C:13]([O:14][CH3:15])[CH:12]=3)=[N:1][C:2]=2[CH:7]=1. The yield is 0.472. (3) The reactants are [CH3:1][N:2]1[CH2:7][CH2:6][N:5]([C@@H:8]([CH3:36])[CH2:9][O:10][C:11]2[CH:16]=[CH:15][C:14]([CH:17]3[CH2:22][CH2:21][N:20]([C:23]4[CH:24]=[CH:25][C:26]5[N:27]([C:29]([C:32]([F:35])([F:34])[F:33])=[N:30][N:31]=5)[N:28]=4)[CH2:19][CH2:18]3)=[CH:13][CH:12]=2)[CH2:4][C:3]1=[O:37].C([O-])=O.[NH4+]. The catalyst is C(O)C.[Pd]. The product is [CH3:1][N:2]1[CH2:7][CH2:6][N:5]([C@@H:8]([CH3:36])[CH2:9][O:10][C:11]2[CH:16]=[CH:15][C:14]([CH:17]3[CH2:22][CH2:21][N:20]([C:23]4[CH2:24][CH2:25][C:26]5[N:27]([C:29]([C:32]([F:35])([F:34])[F:33])=[N:30][N:31]=5)[N:28]=4)[CH2:19][CH2:18]3)=[CH:13][CH:12]=2)[CH2:4][C:3]1=[O:37]. The yield is 0.448. (4) The yield is 0.740. The product is [O:18]1[CH:19]=[CH:20][CH:21]=[C:17]1[C:15]1[N:2]([C:4]2[CH:5]=[C:6]([C:9]#[N:10])[S:7][CH:8]=2)[N:3]=[C:13]([C:12]([F:11])([F:23])[F:24])[CH:14]=1. The reactants are Cl.[NH:2]([C:4]1[CH:5]=[C:6]([C:9]#[N:10])[S:7][CH:8]=1)[NH2:3].[F:11][C:12]([F:24])([F:23])[C:13](=O)[CH2:14][C:15]([C:17]1[O:18][CH:19]=[CH:20][CH:21]=1)=O.C1(C)C=CC=CC=1. The catalyst is CC(O)=O. (5) The reactants are [CH2:1]([O:8][C:9]1[CH:14]=[CH:13][C:12]([C:15]2[N:19]([CH:20]3[CH2:24][CH2:23][CH2:22][CH2:21]3)[C:18]3[CH:25]=[CH:26][C:27]([C:29]#[N:30])=[CH:28][C:17]=3[N:16]=2)=[CH:11][CH:10]=1)[C:2]1[CH:7]=[CH:6][CH:5]=[CH:4][CH:3]=1.Cl.[NH2:32][OH:33].C(=O)([O-])O.[Na+]. The catalyst is C(O)C.O. The product is [CH2:1]([O:8][C:9]1[CH:10]=[CH:11][C:12]([C:15]2[N:19]([CH:20]3[CH2:24][CH2:23][CH2:22][CH2:21]3)[C:18]3[CH:25]=[CH:26][C:27]([C:29](=[N:32][OH:33])[NH2:30])=[CH:28][C:17]=3[N:16]=2)=[CH:13][CH:14]=1)[C:2]1[CH:7]=[CH:6][CH:5]=[CH:4][CH:3]=1. The yield is 0.710.